From a dataset of Full USPTO retrosynthesis dataset with 1.9M reactions from patents (1976-2016). Predict the reactants needed to synthesize the given product. (1) Given the product [N:8]1([C:6]([O:5][C:1]([CH3:4])([CH3:2])[CH3:3])=[O:7])[CH2:15][CH2:14][CH2:13][C@H:9]1[C:10]([O:12][CH2:26][C:27](=[O:28])[C:29]1[CH:34]=[CH:33][N:32]=[CH:31][CH:30]=1)=[O:11], predict the reactants needed to synthesize it. The reactants are: [C:1]([O:5][C:6]([N:8]1[CH2:15][CH2:14][CH2:13][C@H:9]1[C:10]([OH:12])=[O:11])=[O:7])([CH3:4])([CH3:3])[CH3:2].CCN(C(C)C)C(C)C.Br[CH2:26][C:27]([C:29]1[CH:34]=[CH:33][N:32]=[CH:31][CH:30]=1)=[O:28]. (2) Given the product [Br:10][CH:8]([CH3:9])[C:2](=[O:1])[C:3]([O:5][CH2:6][CH3:7])=[O:4], predict the reactants needed to synthesize it. The reactants are: [O:1]=[C:2]([CH2:8][CH3:9])[C:3]([O:5][CH2:6][CH3:7])=[O:4].[Br:10]Br.